From a dataset of Full USPTO retrosynthesis dataset with 1.9M reactions from patents (1976-2016). Predict the reactants needed to synthesize the given product. (1) Given the product [Cl:23][C:24]1[CH:32]=[CH:31][CH:30]=[C:29]([F:33])[C:25]=1[C:26]([NH:21][C:18]1[CH:19]=[C:20]2[C:15]([CH2:14][CH2:13][CH2:12][N:11]2[S:8]([C:5]2[CH:6]=[CH:7][C:2]([F:1])=[CH:3][CH:4]=2)(=[O:9])=[O:10])=[CH:16][C:17]=1[CH3:22])=[O:27], predict the reactants needed to synthesize it. The reactants are: [F:1][C:2]1[CH:7]=[CH:6][C:5]([S:8]([N:11]2[C:20]3[C:15](=[CH:16][C:17]([CH3:22])=[C:18]([NH2:21])[CH:19]=3)[CH2:14][CH2:13][CH2:12]2)(=[O:10])=[O:9])=[CH:4][CH:3]=1.[Cl:23][C:24]1[CH:32]=[CH:31][CH:30]=[C:29]([F:33])[C:25]=1[C:26](Cl)=[O:27].CCN(C(C)C)C(C)C. (2) Given the product [F:17][C:14]1[CH:15]=[CH:16][C:11]([C:9]2[CH:10]=[C:4]3[CH:3]=[C:2]([C:21]4[CH:22]=[CH:23][CH:24]=[CH:25][C:20]=4[CH:18]=[O:19])[CH:7]=[CH:6][N:5]3[N:8]=2)=[CH:12][CH:13]=1, predict the reactants needed to synthesize it. The reactants are: Br[C:2]1[CH:7]=[CH:6][N:5]2[N:8]=[C:9]([C:11]3[CH:16]=[CH:15][C:14]([F:17])=[CH:13][CH:12]=3)[CH:10]=[C:4]2[CH:3]=1.[CH:18]([C:20]1[CH:25]=[CH:24][CH:23]=[CH:22][C:21]=1B(O)O)=[O:19].C(=O)([O-])[O-].[Cs+].[Cs+].O1CCCC1. (3) Given the product [CH3:10][C:7]1[CH:8]=[CH:9][C:4]([C:3]#[C:2][C:18]([O:20][CH3:21])=[O:19])=[CH:5][CH:6]=1, predict the reactants needed to synthesize it. The reactants are: Br[C:2](Br)=[CH:3][C:4]1[CH:9]=[CH:8][C:7]([CH3:10])=[CH:6][CH:5]=1.[Li]CCCC.Cl[C:18]([O:20][CH3:21])=[O:19]. (4) Given the product [F:1][C:2]1[CH:3]=[C:4]([C:12]2[C:20]3[CH2:19][CH2:18][CH:17]([NH:21][S:34]([CH:31]4[CH2:33][CH2:32]4)(=[O:36])=[O:35])[C:16]=3[CH:15]=[N:14][CH:13]=2)[CH:5]=[CH:6][C:7]=1[C:8]([F:9])([F:11])[F:10], predict the reactants needed to synthesize it. The reactants are: [F:1][C:2]1[CH:3]=[C:4]([C:12]2[C:20]3[CH2:19][CH2:18][CH:17]([NH2:21])[C:16]=3[CH:15]=[N:14][CH:13]=2)[CH:5]=[CH:6][C:7]=1[C:8]([F:11])([F:10])[F:9].C(N(CC)C(C)C)(C)C.[CH:31]1([S:34](Cl)(=[O:36])=[O:35])[CH2:33][CH2:32]1. (5) Given the product [CH3:9][C:8]1[N:10]=[C:11]([CH3:12])[N:6]2[C:7]=1[C:2](=[O:1])[NH:3][C:4]([C:14]1[CH:19]=[CH:18][CH:17]=[CH:16][CH:15]=1)=[N:5]2, predict the reactants needed to synthesize it. The reactants are: [O:1]=[C:2]1[C:7]([CH:8]([NH:10][C:11](=O)[CH3:12])[CH3:9])=[N:6][N:5]=[C:4]([C:14]2[CH:19]=[CH:18][CH:17]=[CH:16][CH:15]=2)[NH:3]1.P(Cl)(Cl)(Cl)=O. (6) Given the product [N:24]1[CH:25]=[CH:26][CH:27]=[N:28][C:23]=1[N:8]1[CH2:7][CH2:6][N:5]([C:11]2[CH:12]=[C:13]([CH:19]=[CH:20][CH:21]=2)[C:14]([O:16][CH2:17][CH3:18])=[O:15])[CH2:10][CH2:9]1, predict the reactants needed to synthesize it. The reactants are: CS(C)=O.[N:5]1([C:11]2[CH:12]=[C:13]([CH:19]=[CH:20][CH:21]=2)[C:14]([O:16][CH2:17][CH3:18])=[O:15])[CH2:10][CH2:9][NH:8][CH2:7][CH2:6]1.Br[C:23]1[N:28]=[CH:27][CH:26]=[CH:25][N:24]=1.C(N(C(C)C)CC)(C)C.